Dataset: NCI-60 drug combinations with 297,098 pairs across 59 cell lines. Task: Regression. Given two drug SMILES strings and cell line genomic features, predict the synergy score measuring deviation from expected non-interaction effect. (1) Drug 1: C(=O)(N)NO. Drug 2: COC1=NC(=NC2=C1N=CN2C3C(C(C(O3)CO)O)O)N. Cell line: TK-10. Synergy scores: CSS=2.19, Synergy_ZIP=-2.49, Synergy_Bliss=-5.17, Synergy_Loewe=-0.0490, Synergy_HSA=-4.45. (2) Drug 1: CC1=C(C(=O)C2=C(C1=O)N3CC4C(C3(C2COC(=O)N)OC)N4)N. Drug 2: C1CNP(=O)(OC1)N(CCCl)CCCl. Cell line: SK-MEL-2. Synergy scores: CSS=39.6, Synergy_ZIP=-0.964, Synergy_Bliss=6.78, Synergy_Loewe=3.61, Synergy_HSA=1.71. (3) Cell line: SF-539. Drug 1: CC1=C(N=C(N=C1N)C(CC(=O)N)NCC(C(=O)N)N)C(=O)NC(C(C2=CN=CN2)OC3C(C(C(C(O3)CO)O)O)OC4C(C(C(C(O4)CO)O)OC(=O)N)O)C(=O)NC(C)C(C(C)C(=O)NC(C(C)O)C(=O)NCCC5=NC(=CS5)C6=NC(=CS6)C(=O)NCCC[S+](C)C)O. Synergy scores: CSS=31.7, Synergy_ZIP=1.31, Synergy_Bliss=1.95, Synergy_Loewe=-1.25, Synergy_HSA=-1.18. Drug 2: C#CCC(CC1=CN=C2C(=N1)C(=NC(=N2)N)N)C3=CC=C(C=C3)C(=O)NC(CCC(=O)O)C(=O)O. (4) Drug 1: CC1=C(C(CCC1)(C)C)C=CC(=CC=CC(=CC(=O)O)C)C. Drug 2: CC(C)(C#N)C1=CC(=CC(=C1)CN2C=NC=N2)C(C)(C)C#N. Cell line: NCI-H460. Synergy scores: CSS=-0.0920, Synergy_ZIP=0.543, Synergy_Bliss=-0.130, Synergy_Loewe=-1.81, Synergy_HSA=-1.38.